Dataset: Full USPTO retrosynthesis dataset with 1.9M reactions from patents (1976-2016). Task: Predict the reactants needed to synthesize the given product. (1) Given the product [N:23]([C:12]1[CH:13]=[C:14]2[C@@:15]3([CH2:20][CH2:19][O:18][C:17]([NH2:21])=[N:16]3)[C:4]3[C:5](=[N:6][CH:7]=[C:2]([Br:1])[CH:3]=3)[O:8][C:9]2=[CH:10][CH:11]=1)=[N+:24]=[N-:25], predict the reactants needed to synthesize it. The reactants are: [Br:1][C:2]1[CH:3]=[C:4]2[C@:15]3([CH2:20][CH2:19][O:18][C:17]([NH2:21])=[N:16]3)[C:14]3[C:9](=[CH:10][CH:11]=[C:12](I)[CH:13]=3)[O:8][C:5]2=[N:6][CH:7]=1.[N-:23]=[N+:24]=[N-:25].[Na+].CCO.N[C@@H]1CCCC[C@H]1N. (2) Given the product [CH2:5]([C:2]1([CH2:8][CH2:9][CH3:10])[NH:14][CH2:11][CH2:12][N:13]=[CH:3]1)[CH2:6][CH3:7], predict the reactants needed to synthesize it. The reactants are: Br[C:2]([CH2:8][CH2:9][CH3:10])([CH2:5][CH2:6][CH3:7])[CH:3]=O.[CH2:11]([NH2:14])[CH2:12][NH2:13]. (3) Given the product [OH:10][C:8]1[CH:9]=[C:2]2[C:3]([CH:4]=[C:14]([C:15]([O:17][CH2:18][CH3:19])=[O:16])[CH:13]([C:12]([F:11])([F:21])[F:20])[O:1]2)=[CH:6][CH:7]=1, predict the reactants needed to synthesize it. The reactants are: [OH:1][C:2]1[CH:9]=[C:8]([OH:10])[CH:7]=[CH:6][C:3]=1[CH:4]=O.[F:11][C:12]([F:21])([F:20])/[CH:13]=[CH:14]/[C:15]([O:17][CH2:18][CH3:19])=[O:16].C([O-])([O-])=O.[K+].[K+]. (4) Given the product [F:27][C:26]1[C:21]([CH2:20][O:19][C:17]2[CH:16]=[CH:15][C:14]([CH3:28])=[C:13]([N:5]3[CH2:4][C:3]4[C:8](=[CH:9][CH:10]=[CH:11][C:2]=4[OH:31])[NH:7][C:6]3=[O:12])[CH:18]=2)=[N:22][CH:23]=[CH:24][CH:25]=1, predict the reactants needed to synthesize it. The reactants are: Br[C:2]1[CH:11]=[CH:10][CH:9]=[C:8]2[C:3]=1[CH2:4][N:5]([C:13]1[CH:18]=[C:17]([O:19][CH2:20][C:21]3[C:26]([F:27])=[CH:25][CH:24]=[CH:23][N:22]=3)[CH:16]=[CH:15][C:14]=1[CH3:28])[C:6](=[O:12])[NH:7]2.CC1(C)C(C)(C)OB(B2OC(C)(C)C(C)(C)O2)[O:31]1.C([O-])(=O)C.[K+].O. (5) Given the product [CH3:23][O:24][C:25](=[O:45])[C@@H:26]([CH3:44])[CH2:27][C@@H:28]([C:29](=[O:42])[NH:30][C:31]([CH3:41])([CH3:40])[CH2:32][C:33]1[CH:38]=[CH:37][C:36]([F:39])=[CH:35][CH:34]=1)[NH:43][C:11]([C:10]1[CH:9]=[N:8][C:7]([C:1]2[CH:2]=[CH:3][CH:4]=[CH:5][CH:6]=2)=[CH:15][CH:14]=1)=[O:13], predict the reactants needed to synthesize it. The reactants are: [C:1]1([C:7]2[CH:15]=[CH:14][C:10]([C:11]([OH:13])=O)=[CH:9][N:8]=2)[CH:6]=[CH:5][CH:4]=[CH:3][CH:2]=1.OC(C(F)(F)F)=O.[CH3:23][O:24][C:25](=[O:45])[C@@H:26]([CH3:44])[CH2:27][C@H:28]([NH2:43])[C:29](=[O:42])[NH:30][C:31]([CH3:41])([CH3:40])[CH2:32][C:33]1[CH:38]=[CH:37][C:36]([F:39])=[CH:35][CH:34]=1. (6) The reactants are: Br[C:2]1[CH:7]=[CH:6][C:5]([C:8]([NH:11][C:12](=[O:18])[O:13][C:14]([CH3:17])([CH3:16])[CH3:15])([CH3:10])[CH3:9])=[CH:4][CH:3]=1.Br[C:20]1[C:21]2[C:22]3[CH:36]=[CH:35][S:34][C:23]=3[C:24](=[O:33])[NH:25][C:26]=2[C:27]([CH3:32])=[CH:28][C:29]=1[O:30][CH3:31]. Given the product [CH3:31][O:30][C:29]1[CH:28]=[C:27]([CH3:32])[C:26]2[NH:25][C:24](=[O:33])[C:23]3[S:34][CH:35]=[CH:36][C:22]=3[C:21]=2[C:20]=1[C:2]1[CH:7]=[CH:6][C:5]([C:8]([NH:11][C:12](=[O:18])[O:13][C:14]([CH3:17])([CH3:16])[CH3:15])([CH3:10])[CH3:9])=[CH:4][CH:3]=1, predict the reactants needed to synthesize it. (7) Given the product [ClH:30].[CH:54]1([CH2:53][CH2:52][CH2:51][N:48]2[CH2:47][CH2:46][N:45]([C:42]3[CH:43]=[CH:44][C:39]([OH:38])=[C:40]([F:59])[CH:41]=3)[CH2:50][CH2:49]2)[CH2:58][CH2:57][CH2:56][CH2:55]1, predict the reactants needed to synthesize it. The reactants are: C(OC1C=CC(N2CCN(CCCC3CCCCC3)CC2)=CC=1[Cl:30])C1C=CC=CC=1.C([O:38][C:39]1[CH:44]=[CH:43][C:42]([N:45]2[CH2:50][CH2:49][N:48]([CH2:51][CH2:52][CH2:53][CH:54]3[CH2:58][CH2:57][CH2:56][CH2:55]3)[CH2:47][CH2:46]2)=[CH:41][C:40]=1[F:59])C1C=CC=CC=1. (8) Given the product [CH:27]1([N:13]([CH:10]2[CH2:11][CH2:12][N:7]([C:5]3[S:4][N:3]=[C:2]([NH:33][CH:30]([CH3:32])[CH3:31])[N:6]=3)[CH2:8][CH2:9]2)[C:14](=[O:26])[C:15]2[CH:20]=[CH:19][C:18]([C:21]3[O:25][CH:24]=[N:23][CH:22]=3)=[CH:17][CH:16]=2)[CH2:29][CH2:28]1, predict the reactants needed to synthesize it. The reactants are: Cl[C:2]1[N:6]=[C:5]([N:7]2[CH2:12][CH2:11][CH:10]([N:13]([CH:27]3[CH2:29][CH2:28]3)[C:14](=[O:26])[C:15]3[CH:20]=[CH:19][C:18]([C:21]4[O:25][CH:24]=[N:23][CH:22]=4)=[CH:17][CH:16]=3)[CH2:9][CH2:8]2)[S:4][N:3]=1.[CH:30]([NH2:33])([CH3:32])[CH3:31].